From a dataset of Forward reaction prediction with 1.9M reactions from USPTO patents (1976-2016). Predict the product of the given reaction. (1) Given the reactants [CH:1](=[N:8][CH2:9][CH2:10][C:11]1[CH:16]=[CH:15][CH:14]=[C:13]([O:17][CH3:18])[CH:12]=1)[C:2]1[CH:7]=[CH:6][CH:5]=[CH:4][CH:3]=1.[OH-].[Na+], predict the reaction product. The product is: [CH3:18][O:17][C:13]1[CH:12]=[C:11]2[C:16](=[CH:15][CH:14]=1)[CH:1]([C:2]1[CH:3]=[CH:4][CH:5]=[CH:6][CH:7]=1)[NH:8][CH2:9][CH2:10]2. (2) Given the reactants C(OC(=O)[NH:7][CH2:8][CH2:9][C:10]1[N:11]=[N:12][N:13]([CH2:15][CH2:16][F:17])[N:14]=1)(C)(C)C.[ClH:19], predict the reaction product. The product is: [ClH:19].[F:17][CH2:16][CH2:15][N:13]1[N:12]=[N:11][C:10]([CH2:9][CH2:8][NH2:7])=[N:14]1. (3) Given the reactants C1(C)C=CC(S([O-])(=O)=O)=CC=1.[NH+]1C=CC=CC=1.[Br:18][C:19]1[CH:20]=[C:21]2[C:31](=[CH:32][C:33]=1[F:34])[O:30][C:24]1[CH:25]=[N:26][C:27]([Cl:29])=[CH:28][C:23]=1[C:22]2([CH3:36])O.C(=O)(O)[O-].[Na+], predict the reaction product. The product is: [Br:18][C:19]1[CH:20]=[C:21]2[C:31](=[CH:32][C:33]=1[F:34])[O:30][C:24]1[CH:25]=[N:26][C:27]([Cl:29])=[CH:28][C:23]=1[C:22]2=[CH2:36]. (4) Given the reactants [O:1]1[C:5]2[CH:6]=[CH:7][C:8]([C:10]3[CH:15]=[CH:14][C:13]([C:16]4[N:17]([CH2:22][C@@H:23]5[CH2:27][CH2:26][N:25]([C:28]([CH:30]6[CH2:32][CH2:31]6)=[O:29])[CH2:24]5)[C:18](=[O:21])[NH:19][N:20]=4)=[C:12]([F:33])[CH:11]=3)=[CH:9][C:4]=2[CH:3]=[CH:2]1.[C:34]([O-])([O-])=O.[K+].[K+].IC, predict the reaction product. The product is: [O:1]1[C:5]2[CH:6]=[CH:7][C:8]([C:10]3[CH:15]=[CH:14][C:13]([C:16]4[N:17]([CH2:22][C@@H:23]5[CH2:27][CH2:26][N:25]([C:28]([CH:30]6[CH2:31][CH2:32]6)=[O:29])[CH2:24]5)[C:18](=[O:21])[N:19]([CH3:34])[N:20]=4)=[C:12]([F:33])[CH:11]=3)=[CH:9][C:4]=2[CH:3]=[CH:2]1. (5) Given the reactants [O:1]1[CH:5]=[CH:4][C:3]([C:6]2[CH:15]=[CH:14][C:13]3[CH2:12][N:11](C(OC(C)(C)C)=O)[CH2:10][CH2:9][C:8]=3[N:7]=2)=[CH:2]1.C(OCC)(=O)C.[ClH:29], predict the reaction product. The product is: [ClH:29].[ClH:29].[O:1]1[CH:5]=[CH:4][C:3]([C:6]2[CH:15]=[CH:14][C:13]3[CH2:12][NH:11][CH2:10][CH2:9][C:8]=3[N:7]=2)=[CH:2]1.